This data is from Peptide-MHC class I binding affinity with 185,985 pairs from IEDB/IMGT. The task is: Regression. Given a peptide amino acid sequence and an MHC pseudo amino acid sequence, predict their binding affinity value. This is MHC class I binding data. (1) The peptide sequence is AVHGYYIGY. The MHC is HLA-A26:01 with pseudo-sequence HLA-A26:01. The binding affinity (normalized) is 0.770. (2) The peptide sequence is LPPVVAKEI. The MHC is BoLA-AW10 with pseudo-sequence BoLA-AW10. The binding affinity (normalized) is 0.0641. (3) The peptide sequence is EDGYSQSPGGL. The MHC is Mamu-A11 with pseudo-sequence Mamu-A11. The binding affinity (normalized) is 0. (4) The peptide sequence is DEQEFFYSQ. The MHC is HLA-A29:02 with pseudo-sequence HLA-A29:02. The binding affinity (normalized) is 0.0847. (5) The binding affinity (normalized) is 0.611. The peptide sequence is HSTYFPCF. The MHC is Mamu-A02 with pseudo-sequence Mamu-A02. (6) The peptide sequence is VTINNLKMM. The MHC is HLA-A02:01 with pseudo-sequence HLA-A02:01. The binding affinity (normalized) is 0.158. (7) The peptide sequence is FRQVCHTTVPW. The MHC is Mamu-B17 with pseudo-sequence Mamu-B17. The binding affinity (normalized) is 0.287. (8) The peptide sequence is LAFSIMKSV. The MHC is HLA-B51:01 with pseudo-sequence HLA-B51:01. The binding affinity (normalized) is 0.534. (9) The peptide sequence is SYLKPHIFE. The MHC is HLA-B57:01 with pseudo-sequence HLA-B57:01. The binding affinity (normalized) is 0.0847.